From a dataset of Retrosynthesis with 50K atom-mapped reactions and 10 reaction types from USPTO. Predict the reactants needed to synthesize the given product. Given the product CC(c1ccc(C(=O)O)cc1)n1ccccc1=O, predict the reactants needed to synthesize it. The reactants are: COC(=O)c1ccc(C(C)n2ccccc2=O)cc1.